Dataset: Forward reaction prediction with 1.9M reactions from USPTO patents (1976-2016). Task: Predict the product of the given reaction. Given the reactants [NH2:1][C:2]1[C:3]([CH3:39])=[C:4]([N:8]([CH2:17][C:18]2[CH:38]=[CH:37][C:21]([O:22][C:23]3[CH:24]=[CH:25][C:26]([Cl:36])=[C:27]([CH:35]=3)[O:28][CH2:29][C:30]([O:32][CH2:33][CH3:34])=[O:31])=[CH:20][CH:19]=2)[CH2:9][C:10]2[CH:15]=[CH:14][CH:13]=[CH:12][C:11]=2[F:16])[CH:5]=[CH:6][CH:7]=1.[CH3:40][S:41](Cl)(=[O:43])=[O:42], predict the reaction product. The product is: [CH3:2][CH3:7].[Cl:36][C:26]1[CH:25]=[CH:24][C:23]([O:22][C:21]2[CH:37]=[CH:38][C:18]([CH2:17][N:8]([CH2:9][C:10]3[CH:15]=[CH:14][CH:13]=[CH:12][C:11]=3[F:16])[C:4]3[CH:5]=[CH:6][CH:7]=[C:2]([NH:1][S:41]([CH3:40])(=[O:43])=[O:42])[C:3]=3[CH3:39])=[CH:19][CH:20]=2)=[CH:35][C:27]=1[O:28][CH2:29][C:30]([O:32][CH2:33][CH3:34])=[O:31].